Task: Predict the reactants needed to synthesize the given product.. Dataset: Full USPTO retrosynthesis dataset with 1.9M reactions from patents (1976-2016) (1) Given the product [F:10][C:11]1[CH:12]=[CH:13][C:14]([C:17]2[O:42][C:20]3=[N:21][C:22]([NH:36][CH2:37][C:38]([F:40])([F:39])[F:41])=[C:23]([C:25]4[CH:33]=[C:29]([C:30]([NH:80][C:77]([C:74]5[N:75]=[CH:76][O:72][N:73]=5)([CH3:79])[CH3:78])=[O:31])[C:28]([O:34][CH3:35])=[N:27][CH:26]=4)[CH:24]=[C:19]3[C:18]=2[C:43](=[O:46])[NH:44][CH3:45])=[CH:15][CH:16]=1, predict the reactants needed to synthesize it. The reactants are: C(N(C(C)C)C(C)C)C.[F:10][C:11]1[CH:16]=[CH:15][C:14]([C:17]2[O:42][C:20]3=[N:21][C:22]([NH:36][CH2:37][C:38]([F:41])([F:40])[F:39])=[C:23]([C:25]4[CH:26]=[N:27][C:28]([O:34][CH3:35])=[C:29]([CH:33]=4)[C:30](O)=[O:31])[CH:24]=[C:19]3[C:18]=2[C:43](=[O:46])[NH:44][CH3:45])=[CH:13][CH:12]=1.CN(C(ON1N=NC2C=CC=NC1=2)=[N+](C)C)C.F[P-](F)(F)(F)(F)F.Cl.[O:72]1[CH:76]=[N:75][C:74]([C:77]([NH2:80])([CH3:79])[CH3:78])=[N:73]1. (2) Given the product [F:20][C:18]1[CH:19]=[CH:14][C:15]([S:21]([CH3:24])(=[O:23])=[O:22])=[C:16]([NH:12][CH:3]2[C:4]3[C:9](=[CH:8][CH:7]=[CH:6][CH:5]=3)[CH2:10][CH2:11][CH:2]2[CH3:1])[CH:17]=1, predict the reactants needed to synthesize it. The reactants are: [CH3:1][CH:2]1[CH2:11][CH2:10][C:9]2[C:4](=[CH:5][CH:6]=[CH:7][CH:8]=2)[CH:3]1[NH2:12].F[C:14]1[CH:19]=[C:18]([F:20])[CH:17]=[CH:16][C:15]=1[S:21]([CH3:24])(=[O:23])=[O:22].C(N(C(C)C)CC)(C)C.O.